Dataset: Forward reaction prediction with 1.9M reactions from USPTO patents (1976-2016). Task: Predict the product of the given reaction. (1) Given the reactants [Cl:1][C:2]1[C:7]([F:8])=[CH:6][CH:5]=[C:4]([O:9][CH3:10])[C:3]=1[C@H:11]([C:13]1[C:21]2[C:16](=[N:17][CH:18]=[C:19]([C:22]3[CH:23]=[N:24][N:25]([C@@H:28]4[CH2:33][CH2:32][C@H:31]([OH:34])[CH2:30][CH2:29]4)[C:26]=3[CH3:27])[CH:20]=2)[NH:15][CH:14]=1)[CH3:12].CC(OI1(OC(C)=O)(OC(C)=O)OC(=O)C2C=CC=CC1=2)=O.C(Cl)Cl, predict the reaction product. The product is: [Cl:1][C:2]1[C:7]([F:8])=[CH:6][CH:5]=[C:4]([O:9][CH3:10])[C:3]=1[C@H:11]([C:13]1[C:21]2[C:16](=[N:17][CH:18]=[C:19]([C:22]3[CH:23]=[N:24][N:25]([CH:28]4[CH2:33][CH2:32][C:31](=[O:34])[CH2:30][CH2:29]4)[C:26]=3[CH3:27])[CH:20]=2)[NH:15][CH:14]=1)[CH3:12]. (2) Given the reactants [F:1][C:2]([F:13])([F:12])[O:3][C:4]1[CH:11]=[CH:10][CH:9]=[CH:8][C:5]=1[CH:6]=O.[CH3:14][N:15]([C@@H:28]1[CH2:32][CH2:31][NH:30][CH2:29]1)[C:16]1[C:21]([C:22]([O:24][CH:25]([CH3:27])[CH3:26])=[O:23])=[CH:20][CH:19]=[CH:18][N:17]=1.C(O)(=O)C, predict the reaction product. The product is: [CH3:14][N:15]([C@@H:28]1[CH2:32][CH2:31][N:30]([CH2:6][C:5]2[CH:8]=[CH:9][CH:10]=[CH:11][C:4]=2[O:3][C:2]([F:13])([F:12])[F:1])[CH2:29]1)[C:16]1[C:21]([C:22]([O:24][CH:25]([CH3:27])[CH3:26])=[O:23])=[CH:20][CH:19]=[CH:18][N:17]=1.